This data is from Full USPTO retrosynthesis dataset with 1.9M reactions from patents (1976-2016). The task is: Predict the reactants needed to synthesize the given product. (1) Given the product [F:1][C:2]([CH3:38])([CH3:37])[CH2:3][N:4]1[CH2:9][CH2:8][CH:7]([CH2:10][O:11][C:12]2[CH:13]=[CH:14][C:15]([C:18]3[C:19]([C:24]([N:26]4[CH2:31][CH2:30][CH:29]([C:32]([OH:34])=[O:33])[CH2:28][CH2:27]4)=[O:25])=[CH:20][CH:21]=[CH:22][CH:23]=3)=[CH:16][CH:17]=2)[CH2:6][CH2:5]1, predict the reactants needed to synthesize it. The reactants are: [F:1][C:2]([CH3:38])([CH3:37])[CH2:3][N:4]1[CH2:9][CH2:8][CH:7]([CH2:10][O:11][C:12]2[CH:17]=[CH:16][C:15]([C:18]3[C:19]([C:24]([N:26]4[CH2:31][CH2:30][CH:29]([C:32]([O:34]CC)=[O:33])[CH2:28][CH2:27]4)=[O:25])=[CH:20][CH:21]=[CH:22][CH:23]=3)=[CH:14][CH:13]=2)[CH2:6][CH2:5]1.CO.[Li+].[OH-].Cl. (2) Given the product [CH2:25]([O:28][N:29]([C@H:13]1[CH2:12][N:11]([C:18]([O:20][C:21]([CH3:22])([CH3:24])[CH3:23])=[O:19])[C@H:10]([CH2:9][O:8][Si:1]([C:4]([CH3:5])([CH3:7])[CH3:6])([CH3:2])[CH3:3])[C:15]([CH3:16])=[CH:14]1)[S:30]([C:33]1[CH:38]=[CH:37][CH:36]=[CH:35][C:34]=1[N+:39]([O-:41])=[O:40])(=[O:32])=[O:31])[CH:26]=[CH2:27], predict the reactants needed to synthesize it. The reactants are: [Si:1]([O:8][CH2:9][C@@H:10]1[C:15]([CH3:16])=[CH:14][C@H:13](O)[CH2:12][N:11]1[C:18]([O:20][C:21]([CH3:24])([CH3:23])[CH3:22])=[O:19])([C:4]([CH3:7])([CH3:6])[CH3:5])([CH3:3])[CH3:2].[CH2:25]([O:28][NH:29][S:30]([C:33]1[CH:38]=[CH:37][CH:36]=[CH:35][C:34]=1[N+:39]([O-:41])=[O:40])(=[O:32])=[O:31])[CH:26]=[CH2:27].C1(P(C2C=CC=CC=2)C2C=CC=CC=2)C=CC=CC=1.N(/C(OC(C)C)=O)=N\C(OC(C)C)=O. (3) Given the product [CH:1]1([CH:4]2[CH2:5][N:6]([CH2:17][C:18]3[CH:27]=[C:26]4[C:21]([C:22]([C:30]5[CH:31]=[N:32][N:33]([CH3:35])[CH:34]=5)=[CH:23][C:24]([C:28]#[N:29])=[N:25]4)=[CH:20][CH:19]=3)[CH2:7][CH2:8][S:9]2)[CH2:3][CH2:2]1, predict the reactants needed to synthesize it. The reactants are: [CH:1]1([CH:4]2[S:9][CH2:8][CH2:7][NH:6][CH2:5]2)[CH2:3][CH2:2]1.C([O-])([O-])=O.[K+].[K+].Br[CH2:17][C:18]1[CH:27]=[C:26]2[C:21]([C:22]([C:30]3[CH:31]=[N:32][N:33]([CH3:35])[CH:34]=3)=[CH:23][C:24]([C:28]#[N:29])=[N:25]2)=[CH:20][CH:19]=1. (4) The reactants are: [N:1]1([C:5]2[N:14]=[C:13]3[C:8]([C:9](=[O:31])[C:10]([C:26]([O:28][CH2:29][CH3:30])=[O:27])=[CH:11][N:12]3CC3C=CC(OC)=CC=3OC)=[C:7]([CH3:32])[C:6]=2[F:33])[CH2:4][CH2:3][CH2:2]1. Given the product [N:1]1([C:5]2[N:14]=[C:13]3[C:8]([C:9](=[O:31])[C:10]([C:26]([O:28][CH2:29][CH3:30])=[O:27])=[CH:11][NH:12]3)=[C:7]([CH3:32])[C:6]=2[F:33])[CH2:4][CH2:3][CH2:2]1, predict the reactants needed to synthesize it.